Dataset: Catalyst prediction with 721,799 reactions and 888 catalyst types from USPTO. Task: Predict which catalyst facilitates the given reaction. (1) Reactant: [CH2:1]([C:5]1[N:6]([CH3:20])[C:7]2[C:12]([C:13]=1[C:14](=[O:19])C(Cl)(Cl)Cl)=[CH:11][CH:10]=[CH:9][CH:8]=2)[CH2:2][CH2:3][CH3:4].[OH-:21].[Na+].Cl. Product: [CH2:1]([C:5]1[N:6]([CH3:20])[C:7]2[C:12]([C:13]=1[C:14]([OH:19])=[O:21])=[CH:11][CH:10]=[CH:9][CH:8]=2)[CH2:2][CH2:3][CH3:4]. The catalyst class is: 1. (2) Reactant: [CH3:1][C:2]1[O:6][C:5]([C:7]2[CH:8]=[CH:9][C:10]3[O:14][CH:13]=[C:12]([C:15]4[CH:20]=[CH:19][C:18]([OH:21])=[CH:17][CH:16]=4)[C:11]=3[CH:22]=2)=[N:4][N:3]=1.[H-].[Na+].[CH3:25][S:26][CH2:27]Cl. Product: [CH3:1][C:2]1[O:6][C:5]([C:7]2[CH:8]=[CH:9][C:10]3[O:14][CH:13]=[C:12]([C:15]4[CH:16]=[CH:17][C:18]([O:21][CH2:25][S:26][CH3:27])=[CH:19][CH:20]=4)[C:11]=3[CH:22]=2)=[N:4][N:3]=1. The catalyst class is: 42.